This data is from Catalyst prediction with 721,799 reactions and 888 catalyst types from USPTO. The task is: Predict which catalyst facilitates the given reaction. (1) Reactant: [CH2:1]([NH:8][CH2:9][C@H:10]1[CH2:19][C@@:18]23[CH2:20][CH2:21][C@:11]1([O:36][CH3:37])[C@@H:12]1[O:29][C:27]4=[C:28]5[C@@:13]12[CH2:14][CH2:15][N:16]([CH2:32][CH:33]1[CH2:35][CH2:34]1)[C@@H:17]3[CH2:22][C:23]5=[CH:24][CH:25]=[C:26]4[O:30][CH3:31])[C:2]1[CH:7]=[CH:6][CH:5]=[CH:4][CH:3]=1.C(N(CC)CC)C.[CH3:45][S:46](Cl)(=[O:48])=[O:47]. Product: [CH2:1]([N:8]([CH2:9][C@H:10]1[CH2:19][C@@:18]23[CH2:20][CH2:21][C@:11]1([O:36][CH3:37])[C@@H:12]1[O:29][C:27]4=[C:28]5[C@@:13]12[CH2:14][CH2:15][N:16]([CH2:32][CH:33]1[CH2:35][CH2:34]1)[C@@H:17]3[CH2:22][C:23]5=[CH:24][CH:25]=[C:26]4[O:30][CH3:31])[S:46]([CH3:45])(=[O:48])=[O:47])[C:2]1[CH:3]=[CH:4][CH:5]=[CH:6][CH:7]=1. The catalyst class is: 2. (2) Reactant: [Br:1][C:2]1[CH:8]=[CH:7][CH:6]=[C:5]([F:9])[C:3]=1[NH2:4].[CH3:10][S:11](O[S:11]([CH3:10])(=[O:13])=[O:12])(=[O:13])=[O:12].Cl.[OH-].[Na+]. Product: [Br:1][C:2]1[CH:8]=[CH:7][CH:6]=[C:5]([F:9])[C:3]=1[NH:4][S:11]([CH3:10])(=[O:13])=[O:12]. The catalyst class is: 858. (3) Reactant: [N:1]1[CH:6]=[CH:5][CH:4]=[CH:3][C:2]=1[C:7]1[CH:31]=[CH:30][C:10]([CH2:11][NH:12][CH2:13][CH2:14][CH2:15][NH:16][CH2:17][C:18]2[CH:23]=[CH:22][C:21]([C:24]3[CH:29]=[CH:28][CH:27]=[CH:26][N:25]=3)=[CH:20][CH:19]=2)=[CH:9][CH:8]=1.CCN(CC)CC.Cl.[S:40]1[C:44]([CH2:45][O:46][C:47](=[O:58])OC2C=CC([N+]([O-])=O)=CC=2)=[CH:43][N:42]=[CH:41]1.C([O-])(O)=O.[Na+].[C:64](O[C:64]([O:66][C:67]([CH3:70])([CH3:69])[CH3:68])=[O:65])([O:66][C:67]([CH3:70])([CH3:69])[CH3:68])=[O:65].Cl. Product: [N:1]1[CH:6]=[CH:5][CH:4]=[CH:3][C:2]=1[C:7]1[CH:31]=[CH:30][C:10]([CH2:11][N:12]([CH2:13][CH2:14][CH2:15][N:16]([CH2:17][C:18]2[CH:19]=[CH:20][C:21]([C:24]3[CH:29]=[CH:28][CH:27]=[CH:26][N:25]=3)=[CH:22][CH:23]=2)[C:47]([O:46][CH2:45][C:44]2[S:40][CH:41]=[N:42][CH:43]=2)=[O:58])[C:64](=[O:65])[O:66][C:67]([CH3:70])([CH3:69])[CH3:68])=[CH:9][CH:8]=1. The catalyst class is: 20. (4) Reactant: [H-].[H-].[H-].[H-].[Li+].[Al+3].C[O:8][C:9](=O)[CH:10]([F:19])[CH2:11][CH2:12][C:13]1[CH:18]=[CH:17][CH:16]=[CH:15][CH:14]=1. Product: [F:19][CH:10]([CH2:11][CH2:12][C:13]1[CH:18]=[CH:17][CH:16]=[CH:15][CH:14]=1)[CH2:9][OH:8]. The catalyst class is: 1. (5) Reactant: [CH3:1][N:2]1[CH:8]2[CH2:9][CH2:10][CH:3]1[CH2:4][NH:5][CH2:6][CH2:7]2.[S:11](N)([NH2:14])(=[O:13])=[O:12]. Product: [CH3:1][N:2]1[CH:8]2[CH2:9][CH2:10][CH:3]1[CH2:4][N:5]([S:11]([NH2:14])(=[O:13])=[O:12])[CH2:6][CH2:7]2. The catalyst class is: 12.